This data is from Forward reaction prediction with 1.9M reactions from USPTO patents (1976-2016). The task is: Predict the product of the given reaction. (1) Given the reactants [N:1]1[CH:6]=[CH:5][CH:4]=[C:3]([NH2:7])[CH:2]=1.[C:8](/[C:10](=[CH:16]\OCC)/[C:11]([O:13][CH2:14][CH3:15])=[O:12])#[N:9], predict the reaction product. The product is: [C:8]([C:10](=[CH:16][NH:7][C:3]1[CH:2]=[N:1][CH:6]=[CH:5][CH:4]=1)[C:11]([O:13][CH2:14][CH3:15])=[O:12])#[N:9]. (2) The product is: [C:23]([N:26]1[CH2:31][CH2:30][CH:29]([NH:32][C:15]2[C:14]([F:18])=[CH:13][C:10]([C:11]#[N:12])=[C:9]([Cl:8])[N:16]=2)[CH:28]([NH:33][C:34](=[O:40])[O:35][C:36]([CH3:39])([CH3:38])[CH3:37])[CH2:27]1)(=[O:25])[CH3:24]. Given the reactants C(N(CC)CC)C.[Cl:8][C:9]1[N:16]=[C:15](Cl)[C:14]([F:18])=[CH:13][C:10]=1[C:11]#[N:12].CS(C)=O.[C:23]([N:26]1[CH2:31][CH2:30][CH:29]([NH2:32])[CH:28]([NH:33][C:34](=[O:40])[O:35][C:36]([CH3:39])([CH3:38])[CH3:37])[CH2:27]1)(=[O:25])[CH3:24], predict the reaction product. (3) Given the reactants [N+:1]([C:4]1[CH:12]=[CH:11][CH:10]=[C:9]([N+:13]([O-])=O)[C:5]=1[C:6]([OH:8])=[O:7])([O-:3])=[O:2].[NH4+]=S.C(Cl)Cl.CO, predict the reaction product. The product is: [N+:1]([C:4]1[CH:12]=[CH:11][CH:10]=[C:9]([NH2:13])[C:5]=1[C:6]([OH:8])=[O:7])([O-:3])=[O:2].